This data is from Full USPTO retrosynthesis dataset with 1.9M reactions from patents (1976-2016). The task is: Predict the reactants needed to synthesize the given product. Given the product [NH2:22][C:16]1[C:15]2[N:14]=[C:13]([CH2:23][O:24][CH2:25][CH3:26])[N:12]([CH2:11][CH2:10][CH2:9][CH2:8][NH:7][C:1](=[O:5])[CH:2]([CH3:4])[CH3:3])[C:20]=2[CH:19]=[C:18]([CH3:21])[N:17]=1, predict the reactants needed to synthesize it. The reactants are: [C:1](Cl)(=[O:5])[CH:2]([CH3:4])[CH3:3].[NH2:7][CH2:8][CH2:9][CH2:10][CH2:11][N:12]1[C:20]2[CH:19]=[C:18]([CH3:21])[N:17]=[C:16]([NH2:22])[C:15]=2[N:14]=[C:13]1[CH2:23][O:24][CH2:25][CH3:26].C(N(CC)CC)C.